From a dataset of Reaction yield outcomes from USPTO patents with 853,638 reactions. Predict the reaction yield, written as a fraction of the theoretical maximum amount of product (1.0 means a 100% yield; for example, 0.34 means a 34% yield). (1) The reactants are [OH-:1].[Na+].[CH:3]12[CH2:12][CH:7]3[CH2:8][CH:9]([CH2:11][CH:5]([CH2:6]3)[CH:4]1[NH:13][C:14]([C:16]1[CH:17]=[N:18][N:19]([C:25]3[CH:30]=[CH:29][C:28]([C:31]#N)=[CH:27][CH:26]=3)[C:20]=1[C:21]([F:24])([F:23])[F:22])=[O:15])[CH2:10]2.C[OH:34]. No catalyst specified. The product is [CH:3]12[CH2:10][CH:9]3[CH2:8][CH:7]([CH2:6][CH:5]([CH2:11]3)[CH:4]1[NH:13][C:14]([C:16]1[CH:17]=[N:18][N:19]([C:25]3[CH:26]=[CH:27][C:28]([C:31]([OH:34])=[O:1])=[CH:29][CH:30]=3)[C:20]=1[C:21]([F:24])([F:23])[F:22])=[O:15])[CH2:12]2. The yield is 0.930. (2) The reactants are [NH2:1][C@H:2]1[C:11]2[C:6](=[CH:7][CH:8]=[C:9]([Br:12])[CH:10]=2)[N:5]([C:13](=[O:15])[CH3:14])[C@@H:4]([CH3:16])[CH2:3]1.Cl[C:18]1[CH:23]=[CH:22][C:21]([N+:24]([O-:26])=[O:25])=[CH:20][N:19]=1.CN1C(=O)CCC1.CCN(C(C)C)C(C)C. The catalyst is O. The product is [Br:12][C:9]1[CH:10]=[C:11]2[C:6](=[CH:7][CH:8]=1)[N:5]([C:13](=[O:15])[CH3:14])[C@@H:4]([CH3:16])[CH2:3][C@H:2]2[NH:1][C:18]1[CH:23]=[CH:22][C:21]([N+:24]([O-:26])=[O:25])=[CH:20][N:19]=1. The yield is 1.61. (3) The yield is 0.940. The product is [N:42]1([CH2:44][CH2:2][CH2:3][NH:64][C:34]([CH:16]2[CH:15]([C:11]3[CH:12]=[CH:13][CH:14]=[C:9]([Cl:8])[C:10]=3[F:37])[C:19]([C:22]3[CH:27]=[CH:26][C:25]([Cl:28])=[CH:24][CH:23]=3)([C:20]#[N:21])[CH:18]([CH2:29][C:30]([CH3:33])([CH3:32])[CH3:31])[NH:17]2)=[O:36])[CH:43]=[CH:38][N:39]=[CH:41]1. The catalyst is C(Cl)Cl. The reactants are F[C:2](F)(F)[C:3](O)=O.[Cl:8][C:9]1[C:10]([F:37])=[C:11]([CH:15]2[C:19]([C:22]3[CH:27]=[CH:26][C:25]([Cl:28])=[CH:24][CH:23]=3)([C:20]#[N:21])[CH:18]([CH2:29][C:30]([CH3:33])([CH3:32])[CH3:31])[NH:17][CH:16]2[C:34]([OH:36])=O)[CH:12]=[CH:13][CH:14]=1.[CH3:38][N:39]([C:41](ON1N=NC2C=CC=NC1=2)=[N+:42]([CH3:44])[CH3:43])C.F[P-](F)(F)(F)(F)F.CC[N:64](C(C)C)C(C)C. (4) The reactants are [Cl:1][C:2]1[CH:7]=[CH:6][C:5]([O:8][C:9]2[CH:14]=[CH:13][C:12]([CH2:15][CH2:16][O:17][C:18]3[NH:19][CH:20]=[C:21]([CH2:25][C:26]([OH:28])=O)[C:22](=[O:24])[N:23]=3)=[CH:11][CH:10]=2)=[CH:4][C:3]=1[C:29]([F:32])([F:31])[F:30].C(Cl)CCl.C1C=CC2N(O)N=NC=2C=1.[C:47]([NH:50][NH2:51])(=[O:49])[CH3:48]. The catalyst is C1COCC1. The product is [C:47]([NH:50][NH:51][C:26](=[O:28])[CH2:25][C:21]1[C:22](=[O:24])[N:23]=[C:18]([O:17][CH2:16][CH2:15][C:12]2[CH:13]=[CH:14][C:9]([O:8][C:5]3[CH:6]=[CH:7][C:2]([Cl:1])=[C:3]([C:29]([F:30])([F:32])[F:31])[CH:4]=3)=[CH:10][CH:11]=2)[NH:19][CH:20]=1)(=[O:49])[CH3:48]. The yield is 0.275. (5) The reactants are [C@@H:1]1([N:10]2[CH:17]=[CH:16][C:14](=[O:15])[NH:13][C:11]2=[O:12])[O:7][C@H:6]([CH2:8][OH:9])[C@@H:4]([OH:5])[C@@H:2]1[OH:3].[I:18]I.[N+]([O-])(O)=O. The catalyst is C(Cl)(Cl)Cl. The product is [C@@H:1]1([N:10]2[CH:17]=[C:16]([I:18])[C:14](=[O:15])[NH:13][C:11]2=[O:12])[O:7][C@H:6]([CH2:8][OH:9])[C@@H:4]([OH:5])[C@@H:2]1[OH:3]. The yield is 0.620. (6) The reactants are [CH:1]1([C:7]([CH3:25])([CH3:24])[C:8]([NH:10][CH2:11][C:12]([C:14]2[CH:19]=[C:18]([O:20]C)[CH:17]=[C:16]([O:22]C)[CH:15]=2)=[O:13])=[O:9])[CH2:6][CH2:5][CH2:4][CH2:3][CH2:2]1.B(Br)(Br)Br. The catalyst is ClCCl. The product is [CH:1]1([C:7]([CH3:25])([CH3:24])[C:8]([NH:10][CH2:11][C:12]([C:14]2[CH:15]=[C:16]([OH:22])[CH:17]=[C:18]([OH:20])[CH:19]=2)=[O:13])=[O:9])[CH2:6][CH2:5][CH2:4][CH2:3][CH2:2]1. The yield is 0.180. (7) The reactants are [F:1][C:2]([CH2:5][CH3:6])([F:4])[F:3].[Br-].[Mg+2].[Br-].[Br:10][C:11]1[CH:12]=[C:13]([CH:20]=[CH:21][CH:22]=1)[C:14](N(OC)C)=[O:15]. The catalyst is C1COCC1. The product is [Br:10][C:11]1[CH:12]=[C:13]([C:14](=[O:15])[CH2:6][CH2:5][C:2]([F:4])([F:3])[F:1])[CH:20]=[CH:21][CH:22]=1. The yield is 0.770.